Task: Predict the reaction yield, written as a fraction of the theoretical maximum amount of product (1.0 means a 100% yield; for example, 0.34 means a 34% yield).. Dataset: Reaction yield outcomes from USPTO patents with 853,638 reactions (1) The reactants are [CH3:1][NH:2][C:3]1[CH2:7][O:6][C:5](=[O:8])[CH:4]=1.[OH-].[Na+].[Cl:11][C:12]1[CH:17]=[CH:16][C:15]([CH2:18]Cl)=[CH:14][N:13]=1. The catalyst is C(COC)OC. The product is [Cl:11][C:12]1[N:13]=[CH:14][C:15]([CH2:18][N:2]([CH3:1])[C:3]2[CH2:7][O:6][C:5](=[O:8])[CH:4]=2)=[CH:16][CH:17]=1. The yield is 0.870. (2) The product is [Cl:32][C:27]1[CH:26]=[C:25]([NH:24][C:11]2[C:10]3[C:15](=[CH:16][C:17]([O:18][CH2:19][C:20]([F:23])([F:22])[F:21])=[C:8]([NH:7][C:5](=[O:6])/[CH:4]=[CH:3]/[CH2:2][N:49]4[CH2:48][C@H:47]5[O:42][CH2:43][CH2:44][O:45][C@H:46]5[CH2:50]4)[CH:9]=3)[N:14]=[CH:13][N:12]=2)[CH:30]=[CH:29][C:28]=1[F:31]. The yield is 0.309. The reactants are Br[CH2:2]/[CH:3]=[CH:4]/[C:5]([NH:7][C:8]1[CH:9]=[C:10]2[C:15](=[CH:16][C:17]=1[O:18][CH2:19][C:20]([F:23])([F:22])[F:21])[N:14]=[CH:13][N:12]=[C:11]2[NH:24][C:25]1[CH:30]=[CH:29][C:28]([F:31])=[C:27]([Cl:32])[CH:26]=1)=[O:6].C(N(C(C)C)CC)(C)C.[O:42]1[C@H:47]2[CH2:48][NH:49][CH2:50][C@H:46]2[O:45][CH2:44][CH2:43]1.O. The catalyst is CC(N(C)C)=O. (3) The reactants are [CH3:1][C@H:2]1[C:7](=[O:8])[O:6][CH2:5][C:4]([CH3:10])([CH3:9])[NH:3]1.[F:11][C:12]1[CH:13]=[C:14]([Mg]Br)[CH:15]=[CH:16][C:17]=1[F:18].[NH4+].[Cl-]. The catalyst is C1COCC1. The product is [F:11][C:12]1[CH:13]=[C:14]([C@:7]2([OH:8])[O:6][CH2:5][C:4]([CH3:10])([CH3:9])[NH:3][C@H:2]2[CH3:1])[CH:15]=[CH:16][C:17]=1[F:18]. The yield is 0.250. (4) The reactants are Cl.C(N=C=NCCCN(C)C)C.Cl.[O:14]=[C:15]1[CH:20]=[C:19]([C:21]2[C:30]3[C:25](=[CH:26][C:27]([O:36][CH3:37])=[C:28]4[O:33][C:32]([CH3:35])([CH3:34])[CH2:31][C:29]4=3)[CH2:24][C:23]([CH3:39])([CH3:38])[N:22]=2)[CH:18]=[CH:17][N:16]1[CH2:40][C:41](O)=[O:42].[NH2:44][C:45]1[CH:46]=[N:47][CH:48]=[CH:49][CH:50]=1.O.ON1C2C=CC=CC=2N=N1. The catalyst is CN(C)C=O. The product is [O:14]=[C:15]1[CH:20]=[C:19]([C:21]2[C:30]3[C:25](=[CH:26][C:27]([O:36][CH3:37])=[C:28]4[O:33][C:32]([CH3:34])([CH3:35])[CH2:31][C:29]4=3)[CH2:24][C:23]([CH3:39])([CH3:38])[N:22]=2)[CH:18]=[CH:17][N:16]1[CH2:40][C:41]([NH:44][C:45]1[CH:46]=[N:47][CH:48]=[CH:49][CH:50]=1)=[O:42]. The yield is 0.390. (5) The reactants are Cl[C:2](Cl)([O:4]C(=O)OC(Cl)(Cl)Cl)Cl.[CH:13]([N:16]1[C:20]2[N:21]=[C:22]([C:31]3[CH:36]=[CH:35][C:34]([NH2:37])=[CH:33][CH:32]=3)[N:23]=[C:24]([N:25]3[CH2:30][CH2:29][O:28][CH2:27][CH2:26]3)[C:19]=2[N:18]=[N:17]1)([CH3:15])[CH3:14].[O:38]1[CH:42]=[C:41]([NH2:43])[CH:40]=[N:39]1.CCN(CC)CC. The catalyst is C(Cl)Cl. The product is [CH:13]([N:16]1[C:20]2[N:21]=[C:22]([C:31]3[CH:32]=[CH:33][C:34]([NH:37][C:2]([NH:43][C:41]4[CH:40]=[N:39][O:38][CH:42]=4)=[O:4])=[CH:35][CH:36]=3)[N:23]=[C:24]([N:25]3[CH2:30][CH2:29][O:28][CH2:27][CH2:26]3)[C:19]=2[N:18]=[N:17]1)([CH3:15])[CH3:14]. The yield is 0.270. (6) The reactants are C(OC(=O)[NH:7][C@@H:8]1[C:16]2[C:11](=[C:12]([C:17]3[S:18][C:19]([C:22]4[CH:27]=[CH:26][C:25]([O:28][CH:29]([CH3:31])[CH3:30])=[C:24]([C:32]#[N:33])[CH:23]=4)=[CH:20][N:21]=3)[CH:13]=[CH:14][CH:15]=2)[CH2:10][CH2:9]1)(C)(C)C.[ClH:35]. The catalyst is O1CCOCC1.C(OCC)C. The product is [ClH:35].[NH2:7][C@@H:8]1[C:16]2[C:11](=[C:12]([C:17]3[S:18][C:19]([C:22]4[CH:27]=[CH:26][C:25]([O:28][CH:29]([CH3:31])[CH3:30])=[C:24]([CH:23]=4)[C:32]#[N:33])=[CH:20][N:21]=3)[CH:13]=[CH:14][CH:15]=2)[CH2:10][CH2:9]1. The yield is 1.00. (7) The reactants are [NH2:1][C:2]1[CH:3]=[N:4][CH:5]=[CH:6][C:7]=1[C:8]([O:10][CH3:11])=[O:9].OO.[O-]S([O-])(=S)=O.[Na+].[Na+].[ClH:21]. No catalyst specified. The product is [NH2:1][C:2]1[C:3]([Cl:21])=[N:4][CH:5]=[CH:6][C:7]=1[C:8]([O:10][CH3:11])=[O:9]. The yield is 0.500.